This data is from Forward reaction prediction with 1.9M reactions from USPTO patents (1976-2016). The task is: Predict the product of the given reaction. (1) The product is: [Br:24][C:25]1[C:26]([F:40])=[CH:27][C:28]2[O:37][CH2:36][CH2:35][N:34]3[C:30](=[N:31][C:32]([C:8]4[N:4]([CH:1]([CH3:3])[CH3:2])[N:5]=[C:6]([CH3:9])[N:7]=4)=[CH:33]3)[C:29]=2[CH:39]=1. Given the reactants [CH:1]([N:4]1[CH:8]=[N:7][C:6]([CH3:9])=[N:5]1)([CH3:3])[CH3:2].C(N1C(C)=NC=N1)(C)C.C([Li])CCC.[Br:24][C:25]1[C:26]([F:40])=[CH:27][C:28]2[O:37][CH2:36][CH2:35][N:34]3[C:30](=[N:31][C:32](I)=[CH:33]3)[C:29]=2[CH:39]=1, predict the reaction product. (2) The product is: [Br:23][C:24]1[CH:25]=[C:26]2[C:31](=[CH:32][CH:33]=1)[N:30]=[C:29]([N:20]1[CH2:21][CH2:22][N:17]([CH2:16][C@@H:13]3[O:12][C:8]4=[C:9]5[C:4](=[CH:5][CH:6]=[C:7]4[O:15][CH2:14]3)[N:3]=[C:2]([CH3:1])[CH:11]=[CH:10]5)[CH2:18][CH2:19]1)[CH:28]=[CH:27]2. Given the reactants [CH3:1][C:2]1[CH:11]=[CH:10][C:9]2[C:4](=[CH:5][CH:6]=[C:7]3[O:15][CH2:14][CH:13]([CH2:16][N:17]4[CH2:22][CH2:21][NH:20][CH2:19][CH2:18]4)[O:12][C:8]3=2)[N:3]=1.[Br:23][C:24]1[CH:25]=[C:26]2[C:31](=[CH:32][CH:33]=1)[N:30]=[C:29](Cl)[CH:28]=[CH:27]2.C(=O)(O)[O-].[Na+], predict the reaction product. (3) Given the reactants [CH3:1][O:2][C:3]([CH:5]1[CH2:13][C:12]2[C:7](=[CH:8][CH:9]=[CH:10][C:11]=2[N+:14]([O-])=O)[CH2:6]1)=[O:4].[H][H], predict the reaction product. The product is: [CH3:1][O:2][C:3]([CH:5]1[CH2:13][C:12]2[C:7](=[CH:8][CH:9]=[CH:10][C:11]=2[NH2:14])[CH2:6]1)=[O:4]. (4) Given the reactants [CH3:1][Mg]I.[F:4][C:5]1[CH:10]=[CH:9][CH:8]=[CH:7][C:6]=1[C:11]1[CH:12]=[N:13][C:14]([N:17]2[C:25]3[C:20](=[CH:21][CH:22]=[C:23]([C:26]([N:28]4[CH2:33][CH2:32][O:31][CH2:30][CH2:29]4)=[O:27])[CH:24]=3)[C:19]([C:34](=[O:36])[CH3:35])=[CH:18]2)=[N:15][CH:16]=1, predict the reaction product. The product is: [F:4][C:5]1[CH:10]=[CH:9][CH:8]=[CH:7][C:6]=1[C:11]1[CH:16]=[N:15][C:14]([N:17]2[C:25]3[C:20](=[CH:21][CH:22]=[C:23]([C:26]([N:28]4[CH2:29][CH2:30][O:31][CH2:32][CH2:33]4)=[O:27])[CH:24]=3)[C:19]([C:34]([OH:36])([CH3:1])[CH3:35])=[CH:18]2)=[N:13][CH:12]=1. (5) Given the reactants Br[C:2]#[N:3].[F:4][C:5]1[CH:6]=[C:7]([NH:12][C:13]([NH:15][C@H:16]2[CH2:24][C@H:23]3[C@:19]([C:25]4[CH:30]=[CH:29][C:28]([O:31][CH3:32])=[C:27]([O:33][CH3:34])[CH:26]=4)([CH2:20][CH2:21][NH:22]3)[CH2:18][CH2:17]2)=[O:14])[CH:8]=[CH:9][C:10]=1[F:11].C([O-])(O)=[O:36].[Na+], predict the reaction product. The product is: [F:4][C:5]1[CH:6]=[C:7]([NH:12][C:13]([NH:15][C@H:16]2[CH2:24][C@H:23]3[C@:19]([C:25]4[CH:30]=[CH:29][C:28]([O:31][CH3:32])=[C:27]([O:33][CH3:34])[CH:26]=4)([CH2:20][CH2:21][N:22]3[C:2]([NH2:3])=[O:36])[CH2:18][CH2:17]2)=[O:14])[CH:8]=[CH:9][C:10]=1[F:11]. (6) Given the reactants [CH:1]1[N:9]2[C:4]([C:5]3([CH2:18][CH2:17][NH:16][CH2:15][CH2:14]3)[O:6][C:7]3[CH:13]=[CH:12][CH:11]=[CH:10][C:8]=32)=[CH:3][CH:2]=1.[F:19][C:20]1[CH:28]=[CH:27][C:23]([C:24](O)=[O:25])=[CH:22][C:21]=1[S:29]([CH3:32])(=[O:31])=[O:30].C(N(CC)CC)C.C(Cl)CCl, predict the reaction product. The product is: [F:19][C:20]1[CH:28]=[CH:27][C:23]([C:24]([N:16]2[CH2:17][CH2:18][C:5]3([C:4]4=[CH:3][CH:2]=[CH:1][N:9]4[C:8]4[CH:10]=[CH:11][CH:12]=[CH:13][C:7]=4[O:6]3)[CH2:14][CH2:15]2)=[O:25])=[CH:22][C:21]=1[S:29]([CH3:32])(=[O:30])=[O:31]. (7) Given the reactants [C:1]([O:5][C:6]([N:8]1[CH2:13][CH2:12][CH:11]([OH:14])[CH2:10][CH2:9]1)=[O:7])([CH3:4])([CH3:3])[CH3:2].[H-].[Na+].[CH:17]1([N:21]([C:32]2[CH:37]=[CH:36][CH:35]=[C:34]([F:38])[CH:33]=2)[S:22]([C:25]2[CH:30]=[CH:29][C:28](F)=[CH:27][CH:26]=2)(=[O:24])=[O:23])[CH2:20][CH2:19][CH2:18]1.O, predict the reaction product. The product is: [C:1]([O:5][C:6]([N:8]1[CH2:13][CH2:12][CH:11]([O:14][C:28]2[CH:29]=[CH:30][C:25]([S:22](=[O:23])(=[O:24])[N:21]([CH:17]3[CH2:18][CH2:19][CH2:20]3)[C:32]3[CH:37]=[CH:36][CH:35]=[C:34]([F:38])[CH:33]=3)=[CH:26][CH:27]=2)[CH2:10][CH2:9]1)=[O:7])([CH3:4])([CH3:2])[CH3:3]. (8) Given the reactants [NH:1]1[C:9]2[CH:8]=[CH:7][CH:6]=[C:5]([CH:10]=[O:11])[C:4]=2[CH:3]=[CH:2]1.[H-].[Na+].[CH3:14]I.O, predict the reaction product. The product is: [CH3:14][N:1]1[C:9]2[CH:8]=[CH:7][CH:6]=[C:5]([CH:10]=[O:11])[C:4]=2[CH:3]=[CH:2]1. (9) The product is: [CH3:14][C:4]1[CH:3]=[C:2]([C:68]([O:67][CH2:66][CH3:65])=[O:69])[N:7]=[N:6][C:5]=1[O:8][CH2:9][C:10]([F:13])([F:12])[F:11].[CH3:22][C:21]1[CH:20]=[C:19]([O:23][CH2:24][C:25]([F:28])([F:27])[F:26])[N:18]=[N:17][C:16]=1[C:68]([O:67][CH2:66][CH3:65])=[O:69]. Given the reactants Cl[C:2]1[N:7]=[N:6][C:5]([O:8][CH2:9][C:10]([F:13])([F:12])[F:11])=[C:4]([CH3:14])[CH:3]=1.Cl[C:16]1[N:17]=[N:18][C:19]([O:23][CH2:24][C:25]([F:28])([F:27])[F:26])=[CH:20][C:21]=1[CH3:22].C1(P(C2C=CC=CC=2)CCCP(C2C=CC=CC=2)C2C=CC=CC=2)C=CC=CC=1.C(N(CC)CC)C.[CH3:65][CH2:66][O:67][C:68](C)=[O:69], predict the reaction product.